Dataset: Reaction yield outcomes from USPTO patents with 853,638 reactions. Task: Predict the reaction yield, written as a fraction of the theoretical maximum amount of product (1.0 means a 100% yield; for example, 0.34 means a 34% yield). (1) The reactants are [NH2:1][CH:2]1[CH2:11][C:10]2[C:9]([C:12]([NH2:14])=[O:13])=[CH:8][CH:7]=[C:6]([F:15])[C:5]=2[O:4][CH2:3]1.[F:16][C:17]1[CH:25]=[C:24]2[C:20]([C:21]([CH2:26][CH2:27][CH:28]=O)=[CH:22][NH:23]2)=[CH:19][CH:18]=1.C(O)(=O)C.C([BH3-])#N.[Na+]. The catalyst is CO.CCOC(C)=O.CO. The product is [F:15][C:6]1[C:5]2[O:4][CH2:3][CH:2]([NH:1][CH2:28][CH2:27][CH2:26][C:21]3[C:20]4[C:24](=[CH:25][C:17]([F:16])=[CH:18][CH:19]=4)[NH:23][CH:22]=3)[CH2:11][C:10]=2[C:9]([C:12]([NH2:14])=[O:13])=[CH:8][CH:7]=1. The yield is 0.670. (2) The reactants are [CH3:1][O:2][C:3]1[CH:8]=[C:7]([C:9]([F:12])([F:11])[F:10])[CH:6]=[CH:5][C:4]=1B(O)O.[Br:16][C:17]1[CH:26]=[C:25]2[C:20]([C:21](Cl)=[N:22][C:23]([CH3:27])=[N:24]2)=[CH:19][CH:18]=1.C(=O)([O-])[O-].[K+].[K+].O. The catalyst is O1CCOCC1.C1C=CC(P(C2C=CC=CC=2)[C-]2C=CC=C2)=CC=1.C1C=CC(P(C2C=CC=CC=2)[C-]2C=CC=C2)=CC=1.Cl[Pd]Cl.[Fe+2].C(Cl)Cl. The product is [Br:16][C:17]1[CH:26]=[C:25]2[C:20]([C:21]([C:4]3[CH:5]=[CH:6][C:7]([C:9]([F:12])([F:11])[F:10])=[CH:8][C:3]=3[O:2][CH3:1])=[N:22][C:23]([CH3:27])=[N:24]2)=[CH:19][CH:18]=1. The yield is 0.517.